Predict which catalyst facilitates the given reaction. From a dataset of Catalyst prediction with 721,799 reactions and 888 catalyst types from USPTO. (1) Reactant: [OH:1][C:2]1[CH:11]=[CH:10][C:9]2[C:4](=[CH:5][CH:6]=[C:7]([O:12][CH3:13])[CH:8]=2)[C:3]=1[C:14]([C:16]1[CH:21]=[CH:20][C:19]([O:22][CH2:23][CH2:24][N:25]2[CH2:30][CH2:29][CH2:28][CH2:27][CH2:26]2)=[CH:18][CH:17]=1)=[O:15].N#N.N1C=CC=CC=1.[F:39][C:40]([F:46])([F:45])[S:41](Cl)(=[O:43])=[O:42]. Product: [CH3:13][O:12][C:7]1[CH:8]=[C:9]2[C:4](=[CH:5][CH:6]=1)[C:3]([C:14](=[O:15])[C:16]1[CH:21]=[CH:20][C:19]([O:22][CH2:23][CH2:24][N:25]3[CH2:30][CH2:29][CH2:28][CH2:27][CH2:26]3)=[CH:18][CH:17]=1)=[C:2]([O:1][S:41]([C:40]([F:46])([F:45])[F:39])(=[O:43])=[O:42])[CH:11]=[CH:10]2. The catalyst class is: 2. (2) Reactant: Br[C:2]1[CH:3]=[CH:4][C:5]2[O:11][CH2:10][CH2:9][N:8]3[CH:12]=[C:13]([C:15]4[N:19]([CH:20]([CH3:22])[CH3:21])[N:18]=[C:17]([NH2:23])[N:16]=4)[N:14]=[C:7]3[C:6]=2[CH:24]=1.[Cl:25][C:26]1[CH:31]=[CH:30][C:29](B(O)O)=[CH:28][CH:27]=1.C([O-])([O-])=O.[Cs+].[Cs+].O. The catalyst class is: 75. Product: [Cl:25][C:26]1[CH:31]=[CH:30][C:29]([C:2]2[CH:3]=[CH:4][C:5]3[O:11][CH2:10][CH2:9][N:8]4[CH:12]=[C:13]([C:15]5[N:19]([CH:20]([CH3:21])[CH3:22])[N:18]=[C:17]([NH2:23])[N:16]=5)[N:14]=[C:7]4[C:6]=3[CH:24]=2)=[CH:28][CH:27]=1. (3) Reactant: [NH2:1][C:2]1([C:6]2[CH:11]=[CH:10][C:9]([C:12]3[C:13](=[O:31])[C:14]4[C:15]([O:23][C:24]=3[C:25]3[CH:30]=[CH:29][CH:28]=[CH:27][CH:26]=3)=[C:16]([CH2:20][CH2:21]Cl)[N:17]=[CH:18][CH:19]=4)=[CH:8][CH:7]=2)[CH2:5][CH2:4][CH2:3]1.C(C1N=CC=C2C(=O)C(C3C=CC(C4(NC(=O)OC(C)(C)C)CCC4)=CC=3)=C(C3C=CC=CC=3)OC=12)C.Cl. Product: [NH2:1][C:2]1([C:6]2[CH:7]=[CH:8][C:9]([C:12]3[C:13](=[O:31])[C:14]4[C:15]([O:23][C:24]=3[C:25]3[CH:26]=[CH:27][CH:28]=[CH:29][CH:30]=3)=[C:16]([CH2:20][CH3:21])[N:17]=[CH:18][CH:19]=4)=[CH:10][CH:11]=2)[CH2:5][CH2:4][CH2:3]1. The catalyst class is: 12. (4) The catalyst class is: 1. Reactant: [S:1]1[CH:5]=[CH:4][N:3]=[CH:2]1.[O:6]=[C:7]1[CH2:16][CH2:15][CH2:14][C:13]2[C:12]([C:17]([O:19][CH3:20])=[O:18])=[CH:11][CH:10]=[CH:9][C:8]1=2.CO. Product: [OH:6][C:7]1([C:2]2[S:1][CH:5]=[CH:4][N:3]=2)[CH2:16][CH2:15][CH2:14][C:13]2[C:12]([C:17]([O:19][CH3:20])=[O:18])=[CH:11][CH:10]=[CH:9][C:8]1=2. (5) Reactant: [N:1]([O-])=O.[Na+].[F:5][CH:6]([F:15])[O:7][C:8]1[CH:14]=[CH:13][CH:12]=[CH:11][C:9]=1[NH2:10].Cl.[CH3:17][O:18][CH2:19][C:20](=[O:26])[CH2:21][C:22]([O:24][CH3:25])=[O:23].CC([O-])=O.[Na+]. Product: [F:5][CH:6]([F:15])[O:7][C:8]1[CH:14]=[CH:13][CH:12]=[CH:11][C:9]=1[NH:10][N:1]=[C:21]([C:20](=[O:26])[CH2:19][O:18][CH3:17])[C:22]([O:24][CH3:25])=[O:23]. The catalyst class is: 72. (6) Reactant: F[C:2]1[CH:7]=[C:6]([B:8]2[O:12][C:11]([CH3:14])([CH3:13])[C:10]([CH3:16])([CH3:15])[O:9]2)[CH:5]=[CH:4][N:3]=1.Cl.[F:18][C:19]1([F:24])[CH2:23][CH2:22][NH:21][CH2:20]1.C([O-])([O-])=O.[K+].[K+]. Product: [F:18][C:19]1([F:24])[CH2:23][CH2:22][N:21]([C:2]2[CH:7]=[C:6]([B:8]3[O:12][C:11]([CH3:14])([CH3:13])[C:10]([CH3:16])([CH3:15])[O:9]3)[CH:5]=[CH:4][N:3]=2)[CH2:20]1. The catalyst class is: 37. (7) Reactant: [NH2:1][C:2]1[CH:3]=[CH:4][C:5]([CH:13]([C:16]([C:18]2[CH:23]=[CH:22][CH:21]=[CH:20][C:19]=2[F:24])=[O:17])[C:14]#[N:15])=[N:6][C:7]=1[S:8]([CH2:11]C)(=O)=O.[H-].[Na+]. Product: [F:24][C:19]1[CH:20]=[CH:21][CH:22]=[CH:23][C:18]=1[C:16](=[O:17])[CH:13]([C:5]1[N:6]=[C:7]2[S:8][C:11]([NH:1][CH:2]([CH3:3])[CH3:7])=[N:1][C:2]2=[CH:3][CH:4]=1)[C:14]#[N:15]. The catalyst class is: 3. (8) Reactant: C(O[C:4]([O:12][CH2:13][CH3:14])=[CH:5][C:6](=[O:11])[C:7]([F:10])([F:9])[F:8])C.[F:15][C:16]1[CH:21]=[CH:20][C:19]([NH:22][NH2:23])=[CH:18][N:17]=1. Product: [CH2:13]([O:12][C:4]1[CH2:5][C:6]([C:7]([F:8])([F:9])[F:10])([OH:11])[N:22]([C:19]2[CH:18]=[N:17][C:16]([F:15])=[CH:21][CH:20]=2)[N:23]=1)[CH3:14]. The catalyst class is: 40. (9) Reactant: [I:1][C:2]1[CH:10]=[CH:9][C:8]([N+:11]([O-:13])=[O:12])=[CH:7][C:3]=1[C:4](O)=[O:5].C(Cl)(=O)C([Cl:17])=O. Product: [I:1][C:2]1[CH:10]=[CH:9][C:8]([N+:11]([O-:13])=[O:12])=[CH:7][C:3]=1[C:4]([Cl:17])=[O:5]. The catalyst class is: 59.